The task is: Regression. Given a peptide amino acid sequence and an MHC pseudo amino acid sequence, predict their binding affinity value. This is MHC class I binding data.. This data is from Peptide-MHC class I binding affinity with 185,985 pairs from IEDB/IMGT. The binding affinity (normalized) is 0.752. The peptide sequence is VGWVYVKF. The MHC is Mamu-B52 with pseudo-sequence Mamu-B52.